From a dataset of Full USPTO retrosynthesis dataset with 1.9M reactions from patents (1976-2016). Predict the reactants needed to synthesize the given product. (1) The reactants are: [I:1]I.N1C=CN=C1.C1(P(C2C=CC=CC=2)C2C=CC=CC=2)C=CC=CC=1.[Si:27]([O:34][CH2:35][C:36](=[CH2:39])[CH2:37]O)([C:30]([CH3:33])([CH3:32])[CH3:31])([CH3:29])[CH3:28]. Given the product [I:1][CH2:37][C:36](=[CH2:39])[CH2:35][O:34][Si:27]([C:30]([CH3:33])([CH3:32])[CH3:31])([CH3:29])[CH3:28], predict the reactants needed to synthesize it. (2) Given the product [Cl:1][C:2]1[C:3]([C:24]2[CH:29]=[C:28]([F:30])[CH:27]=[CH:26][C:25]=2[O:31][CH3:32])=[CH:4][C:5]([NH:8][C:9]([C@@H:11]2[CH2:16][CH2:15][CH2:14][NH:13][CH2:12]2)=[O:10])=[N:6][CH:7]=1, predict the reactants needed to synthesize it. The reactants are: [Cl:1][C:2]1[C:3]([C:24]2[CH:29]=[C:28]([F:30])[CH:27]=[CH:26][C:25]=2[O:31][CH3:32])=[CH:4][C:5]([NH:8][C:9]([C@@H:11]2[CH2:16][CH2:15][CH2:14][N:13](C(OC(C)(C)C)=O)[CH2:12]2)=[O:10])=[N:6][CH:7]=1.Cl.